This data is from Forward reaction prediction with 1.9M reactions from USPTO patents (1976-2016). The task is: Predict the product of the given reaction. (1) Given the reactants [OH:1][CH:2]1[CH2:6][CH2:5][O:4][CH2:3]1.[CH3:7][CH:8]([CH3:27])[CH2:9][N:10]1[C:22]2[C:21]3[CH:20]=[CH:19][C:18](O)=[CH:17][C:16]=3[N:15]=[CH:14][C:13]=2[N:12]=[C:11]1[CH2:24][CH2:25][CH3:26].C1(P(C2C=CC=CC=2)C2C=CC=CC=2)C=CC=CC=1.N(C(OC(C)C)=O)=NC(OC(C)C)=O, predict the reaction product. The product is: [CH3:7][CH:8]([CH3:27])[CH2:9][N:10]1[C:22]2[C:21]3[CH:20]=[CH:19][C:18]([O:1][CH:2]4[CH2:6][CH2:5][O:4][CH2:3]4)=[CH:17][C:16]=3[N:15]=[CH:14][C:13]=2[N:12]=[C:11]1[CH2:24][CH2:25][CH3:26]. (2) The product is: [C:28]([O:27][C:25]([N:19]1[CH2:24][CH2:23][N:22]([C:2]2[CH:17]=[CH:16][C:5]([O:6][CH2:7][CH2:8][CH2:9][N:10]3[CH2:15][CH2:14][CH2:13][CH2:12][CH2:11]3)=[CH:4][C:3]=2[Cl:18])[CH2:21][CH2:20]1)=[O:26])([CH3:31])([CH3:29])[CH3:30]. Given the reactants Br[C:2]1[CH:17]=[CH:16][C:5]([O:6][CH2:7][CH2:8][CH2:9][N:10]2[CH2:15][CH2:14][CH2:13][CH2:12][CH2:11]2)=[CH:4][C:3]=1[Cl:18].[N:19]1([C:25]([O:27][C:28]([CH3:31])([CH3:30])[CH3:29])=[O:26])[CH2:24][CH2:23][NH:22][CH2:21][CH2:20]1, predict the reaction product. (3) Given the reactants Cl[C:2]1[CH:12]=[CH:11][C:5]([C:6]([O:8]CC)=[O:7])=[CH:4][N:3]=1.[OH-].[Li+].C(OC1C=[CH:25][C:21]([C:22](O)=[O:23])=[CH:20]N=1)C, predict the reaction product. The product is: [CH2:22]([O:23][C:2]1[CH:12]=[CH:11][C:5]([C:6]([OH:8])=[O:7])=[CH:4][N:3]=1)[CH:21]([CH3:25])[CH3:20]. (4) Given the reactants C[O:2][C:3]([C:5]1[CH:6]=[C:7]2[N:13]=[C:12]([CH2:14][O:15][CH3:16])[S:11][C:8]2=[N:9][CH:10]=1)=[O:4].[OH-].[Na+].Cl, predict the reaction product. The product is: [CH3:16][O:15][CH2:14][C:12]1[S:11][C:8]2[C:7]([N:13]=1)=[CH:6][C:5]([C:3]([OH:4])=[O:2])=[CH:10][N:9]=2. (5) Given the reactants [C:1]([O:5][C:6](=[O:21])[CH2:7][C@@H:8]([CH2:12][CH2:13][CH2:14][C:15]1[CH:20]=[CH:19][CH:18]=[CH:17][CH:16]=1)[C:9]([OH:11])=[O:10])([CH3:4])([CH3:3])[CH3:2], predict the reaction product. The product is: [C:1]([O:5][C:6](=[O:21])[CH2:7][C@@H:8]([CH2:12][CH2:13][CH2:14][CH:15]1[CH2:16][CH2:17][CH2:18][CH2:19][CH2:20]1)[C:9]([OH:11])=[O:10])([CH3:4])([CH3:2])[CH3:3]. (6) Given the reactants N1C=CC=CC=1.[Cl:7][C:8]1[CH:16]=[CH:15][CH:14]=[C:13]([Cl:17])[C:9]=1[C:10](Cl)=[O:11].C1(C)C=CC=CC=1.[NH2:25][C:26]1[CH:38]=[C:37]([O:39][C:40]2[CH:45]=[CH:44][CH:43]=[CH:42][CH:41]=2)[CH:36]=[CH:35][C:27]=1[C:28]([O:30][C:31]([CH3:34])([CH3:33])[CH3:32])=[O:29], predict the reaction product. The product is: [Cl:7][C:8]1[CH:16]=[CH:15][CH:14]=[C:13]([Cl:17])[C:9]=1[C:10]([NH:25][C:26]1[CH:38]=[C:37]([O:39][C:40]2[CH:45]=[CH:44][CH:43]=[CH:42][CH:41]=2)[CH:36]=[CH:35][C:27]=1[C:28]([O:30][C:31]([CH3:32])([CH3:33])[CH3:34])=[O:29])=[O:11].